This data is from Reaction yield outcomes from USPTO patents with 853,638 reactions. The task is: Predict the reaction yield, written as a fraction of the theoretical maximum amount of product (1.0 means a 100% yield; for example, 0.34 means a 34% yield). (1) The reactants are Cl[C:2]1[C:7]([CH2:8][CH3:9])=[C:6]([Cl:10])[N:5]=[CH:4][N:3]=1.[CH:11]([O:14][C:15]([N:17]1[CH2:22][CH2:21][CH:20]([OH:23])[CH2:19][CH2:18]1)=[O:16])([CH3:13])[CH3:12].CC(C)([O-])C.[K+]. The catalyst is C1COCC1. The product is [CH:11]([O:14][C:15]([N:17]1[CH2:18][CH2:19][CH:20]([O:23][C:2]2[C:7]([CH2:8][CH3:9])=[C:6]([Cl:10])[N:5]=[CH:4][N:3]=2)[CH2:21][CH2:22]1)=[O:16])([CH3:13])[CH3:12]. The yield is 0.398. (2) The reactants are Br[C:2]1[C:23]([O:24][CH3:25])=[CH:22][C:5]2[C:6]([CH3:21])([CH3:20])[C:7]3[NH:8][C:9]4[C:14]([C:15]=3[C:16](=[O:17])[C:4]=2[CH:3]=1)=[CH:13][CH:12]=[C:11]([C:18]#[N:19])[CH:10]=4.[CH3:26][CH:27]([C:29]1[CH:34]=C(C(C)C)C(C2C=CC=CC=2P(C2CCCCC2)C2CCCCC2)=C(C(C)C)[CH:30]=1)C.C(=O)([O-])[O-:61].[Cs+].[Cs+].CC(C)C#CO. The catalyst is C(#N)C.CC#N.CC#N.Cl[Pd]Cl.O. The product is [OH:61][C:29]([CH3:34])([CH3:30])[C:27]#[C:26][C:2]1[C:23]([O:24][CH3:25])=[CH:22][C:5]2[C:6]([CH3:21])([CH3:20])[C:7]3[NH:8][C:9]4[C:14]([C:15]=3[C:16](=[O:17])[C:4]=2[CH:3]=1)=[CH:13][CH:12]=[C:11]([C:18]#[N:19])[CH:10]=4. The yield is 0.420. (3) The reactants are C([O:3][C:4](=[O:43])[CH2:5][CH:6]([C:29]1[CH:34]=[CH:33][CH:32]=[C:31]([O:35][CH2:36][C:37]2[CH:42]=[CH:41][CH:40]=[CH:39][CH:38]=2)[CH:30]=1)[N:7]1[C:15]2[C:10](=[CH:11][C:12]([O:16][CH2:17][CH2:18][C:19]3[CH:28]=[CH:27][C:26]4[CH2:25][CH2:24][CH2:23][NH:22][C:21]=4[N:20]=3)=[CH:13][CH:14]=2)[CH:9]=[CH:8]1)C.[OH-].[Li+].[Cl-].[NH4+]. The catalyst is C1COCC1.CO.O. The product is [CH2:36]([O:35][C:31]1[CH:30]=[C:29]([CH:6]([N:7]2[C:15]3[C:10](=[CH:11][C:12]([O:16][CH2:17][CH2:18][C:19]4[CH:28]=[CH:27][C:26]5[CH2:25][CH2:24][CH2:23][NH:22][C:21]=5[N:20]=4)=[CH:13][CH:14]=3)[CH:9]=[CH:8]2)[CH2:5][C:4]([OH:43])=[O:3])[CH:34]=[CH:33][CH:32]=1)[C:37]1[CH:42]=[CH:41][CH:40]=[CH:39][CH:38]=1. The yield is 0.250. (4) The reactants are C[O:2][C:3]1[N:8]=[CH:7][C:6]([N:9]2[C:14](=[O:15])[CH2:13][C:12]([CH3:17])([CH3:16])[CH2:11][C:10]2=[O:18])=[CH:5][CH:4]=1. The catalyst is O1CCCC1. The product is [OH:2][C:3]1[N:8]=[CH:7][C:6]([N:9]2[C:14](=[O:15])[CH2:13][C:12]([CH3:16])([CH3:17])[CH2:11][C:10]2=[O:18])=[CH:5][CH:4]=1. The yield is 0.890. (5) The reactants are [I:1][C:2]1C2C=NC=CC=2[O:4][C:3]=1[C:11]1[CH:16]=[CH:15][C:14]([C:17]2([NH:21][C:22](=[O:28])[O:23][C:24]([CH3:27])([CH3:26])[CH3:25])[CH2:20][CH2:19][CH2:18]2)=[CH:13][CH:12]=1.CO[C:31]1[CH:32]=[N:33][CH:34]=[CH:35][C:36]=1C#CC1C=CC(C2(NC(=O)OC(C)(C)C)CCC2)=CC=1. No catalyst specified. The product is [I:1][C:2]1[C:36]2[C:31](=[CH:32][N:33]=[CH:34][CH:35]=2)[O:4][C:3]=1[C:11]1[CH:16]=[CH:15][C:14]([C:17]2([NH:21][C:22](=[O:28])[O:23][C:24]([CH3:27])([CH3:25])[CH3:26])[CH2:20][CH2:19][CH2:18]2)=[CH:13][CH:12]=1. The yield is 0.900. (6) The product is [CH:1]1[C:10]2[C:5](=[CH:6][C:7]([C:11]3[N:12]=[N:13][NH:14][C:15]=3[CH2:16][C@@H:17]([NH2:25])[CH2:18][C:19]3[CH:20]=[CH:21][CH:22]=[CH:23][CH:24]=3)=[CH:8][CH:9]=2)[CH:4]=[CH:3][N:2]=1. The reactants are [CH:1]1[C:10]2[C:5](=[CH:6][C:7]([C:11]3[N:12]=[N:13][NH:14][C:15]=3[CH2:16][C@@H:17]([NH:25]C(OC(C)(C)C)=O)[CH2:18][C:19]3[CH:24]=[CH:23][CH:22]=[CH:21][CH:20]=3)=[CH:8][CH:9]=2)[CH:4]=[CH:3][N:2]=1.N(C[C@@H](NC(OC(C)(C)C)=O)CC1C=CC=CC=1)=[N+]=[N-].C(C1C=C2C(=CC=1)C=NC=C2)#C.O=C1O[C@H]([C@H](CO)O)C([O-])=C1O.[Na+]. The yield is 0.640. The catalyst is O.O.O.O.O.S([O-])([O-])(=O)=O.[Cu+2].O.C(O)(C)(C)C. (7) The reactants are [CH3:1][O:2][C:3]([C:5]1[S:6][C:7]([C:24]#[C:25][C:26]([CH3:29])([CH3:28])[CH3:27])=[CH:8][C:9]=1[NH:10][C:11]1[CH:16]=[CH:15][C:14]([O:17][C:18]2[CH:23]=[CH:22][CH:21]=[CH:20][N:19]=2)=[CH:13][CH:12]=1)=[O:4].C[Si]([N-][Si](C)(C)C)(C)C.[K+].[CH3:40][C@H:41]1[CH2:46][CH2:45][C@H:44]([C:47](Cl)=[O:48])[CH2:43][CH2:42]1. The catalyst is C1COCC1. The product is [CH3:1][O:2][C:3]([C:5]1[S:6][C:7]([C:24]#[C:25][C:26]([CH3:29])([CH3:28])[CH3:27])=[CH:8][C:9]=1[N:10]([C:47]([CH:44]1[CH2:45][CH2:46][CH:41]([CH3:40])[CH2:42][CH2:43]1)=[O:48])[C:11]1[CH:12]=[CH:13][C:14]([O:17][C:18]2[CH:23]=[CH:22][CH:21]=[CH:20][N:19]=2)=[CH:15][CH:16]=1)=[O:4]. The yield is 0.600. (8) The reactants are [C:1]1([S:7]([N:10]2[C:14]3=[N:15][CH:16]=[C:17]([C:19]4[CH:24]=[CH:23][CH:22]=[CH:21][C:20]=4[O:25][C:26]4[CH:31]=[CH:30][CH:29]=[CH:28][CH:27]=4)[CH:18]=[C:13]3[C:12](I)=[CH:11]2)(=[O:9])=[O:8])[CH:6]=[CH:5][CH:4]=[CH:3][CH:2]=1.[Cl-].[Li+].[C:35]1(B(O)O)[CH:40]=[CH:39][CH:38]=[CH:37][CH:36]=1.C(=O)([O-])[O-].[Na+].[Na+]. The catalyst is C1(C)C=CC=CC=1.CCO. The product is [C:1]1([S:7]([N:10]2[C:14]3=[N:15][CH:16]=[C:17]([C:19]4[CH:24]=[CH:23][CH:22]=[CH:21][C:20]=4[O:25][C:26]4[CH:31]=[CH:30][CH:29]=[CH:28][CH:27]=4)[CH:18]=[C:13]3[C:12]([C:35]3[CH:40]=[CH:39][CH:38]=[CH:37][CH:36]=3)=[CH:11]2)(=[O:9])=[O:8])[CH:6]=[CH:5][CH:4]=[CH:3][CH:2]=1. The yield is 0.640. (9) The reactants are [NH:1]([C:18]([O:20][C:21]([CH3:24])([CH3:23])[CH3:22])=[O:19])[C@H:2]([C:15]([OH:17])=[O:16])[CH2:3][CH2:4][C:5](=[O:14])[O:6][CH2:7][C:8]1[CH:13]=[CH:12][CH:11]=[CH:10][CH:9]=1.[CH:25]1(O)[CH2:29][CH2:28][CH2:27][CH2:26]1.C(Cl)CCl. The catalyst is ClCCl.CN(C1C=CN=CC=1)C. The product is [CH:25]1([O:16][C:15](=[O:17])[C@@H:2]([NH:1][C:18]([O:20][C:21]([CH3:24])([CH3:23])[CH3:22])=[O:19])[CH2:3][CH2:4][C:5]([O:6][CH2:7][C:8]2[CH:13]=[CH:12][CH:11]=[CH:10][CH:9]=2)=[O:14])[CH2:29][CH2:28][CH2:27][CH2:26]1. The yield is 0.690.